From a dataset of Full USPTO retrosynthesis dataset with 1.9M reactions from patents (1976-2016). Predict the reactants needed to synthesize the given product. (1) Given the product [NH:37]1[CH:38]=[CH:39][N:40]=[C:36]1[C:13]1[CH:14]=[CH:15][C:16]2[O:17][C:18]3[C:9](=[CH:8][C:7]([O:6][CH2:1][C:2]([CH3:5])([CH3:4])[CH3:3])=[CH:20][CH:19]=3)[C@:10]3([CH2:33][O:32][C:31]([NH2:34])=[N:30]3)[C:11]=2[CH:12]=1, predict the reactants needed to synthesize it. The reactants are: [CH2:1]([O:6][C:7]1[CH:20]=[CH:19][C:18]2[O:17][C:16]3[C:11](=[CH:12][C:13](B4OC(C)(C)C(C)(C)O4)=[CH:14][CH:15]=3)[C@@:10]3([CH2:33][O:32][C:31]([NH2:34])=[N:30]3)[C:9]=2[CH:8]=1)[C:2]([CH3:5])([CH3:4])[CH3:3].Br[C:36]1[NH:37][CH:38]=[CH:39][N:40]=1.CC([O-])=O.[K+].CC(N)CC1C=CC=CC=1.OP(O)(O)=O. (2) The reactants are: O[CH:2]=[C:3]1[C:12]2([CH2:17][CH2:16][N:15]([C:18](=[O:31])[C:19]3[CH:24]=[CH:23][C:22]([O:25][CH3:26])=[C:21]([C:27]([F:30])([F:29])[F:28])[CH:20]=3)[CH2:14][CH2:13]2)[O:11][C:10]2[C:5](=[CH:6][CH:7]=[CH:8][CH:9]=2)[C:4]1=O.[NH2:33][NH2:34]. Given the product [CH3:26][O:25][C:22]1[CH:23]=[CH:24][C:19]([C:18]([N:15]2[CH2:14][CH2:13][C:12]3([C:3]4[CH:2]=[N:34][NH:33][C:4]=4[C:5]4[CH:6]=[CH:7][CH:8]=[CH:9][C:10]=4[O:11]3)[CH2:17][CH2:16]2)=[O:31])=[CH:20][C:21]=1[C:27]([F:28])([F:29])[F:30], predict the reactants needed to synthesize it. (3) Given the product [Br:1][C:2]1[CH:6]=[C:5]([C:24]2[CH:25]=[CH:26][N:21]=[CH:22][CH:23]=2)[S:4][C:3]=1[C:8]1[N:12]=[CH:11][N:10]([CH2:13][O:14][CH2:15][CH2:16][Si:17]([CH3:20])([CH3:19])[CH3:18])[N:9]=1, predict the reactants needed to synthesize it. The reactants are: [Br:1][C:2]1[CH:6]=[C:5](I)[S:4][C:3]=1[C:8]1[N:12]=[CH:11][N:10]([CH2:13][O:14][CH2:15][CH2:16][Si:17]([CH3:20])([CH3:19])[CH3:18])[N:9]=1.[N:21]1[CH:26]=[CH:25][C:24](B(O)O)=[CH:23][CH:22]=1.C(=O)([O-])[O-].[Cs+].[Cs+].O1CCOCC1. (4) The reactants are: [CH2:1]([C@H:8]1[CH2:12][O:11][C:10](=[O:13])[NH:9]1)[C:2]1[CH:7]=[CH:6][CH:5]=[CH:4][CH:3]=1.CC([O-])(C)C.[K+].Br[CH2:21][C:22]1[CH:27]=[C:26]([C:28]([F:31])([F:30])[F:29])[CH:25]=[CH:24][C:23]=1[C:32]1[CH:33]=[C:34]([C:40]2[CH:45]=[CH:44][C:43]([C:46]([O:48]C)=[O:47])=[CH:42][C:41]=2[CH3:50])[CH:35]=[CH:36][C:37]=1[O:38][CH3:39]. Given the product [CH2:1]([C@H:8]1[CH2:12][O:11][C:10](=[O:13])[N:9]1[CH2:21][C:22]1[CH:27]=[C:26]([C:28]([F:31])([F:30])[F:29])[CH:25]=[CH:24][C:23]=1[C:32]1[CH:33]=[C:34]([C:40]2[CH:45]=[CH:44][C:43]([C:46]([OH:48])=[O:47])=[CH:42][C:41]=2[CH3:50])[CH:35]=[CH:36][C:37]=1[O:38][CH3:39])[C:2]1[CH:3]=[CH:4][CH:5]=[CH:6][CH:7]=1, predict the reactants needed to synthesize it.